This data is from NCI-60 drug combinations with 297,098 pairs across 59 cell lines. The task is: Regression. Given two drug SMILES strings and cell line genomic features, predict the synergy score measuring deviation from expected non-interaction effect. (1) Drug 1: CCC1=CC2CC(C3=C(CN(C2)C1)C4=CC=CC=C4N3)(C5=C(C=C6C(=C5)C78CCN9C7C(C=CC9)(C(C(C8N6C)(C(=O)OC)O)OC(=O)C)CC)OC)C(=O)OC. Drug 2: CC1=C(C(=CC=C1)Cl)NC(=O)C2=CN=C(S2)NC3=CC(=NC(=N3)C)N4CCN(CC4)CCO. Cell line: HCT116. Synergy scores: CSS=45.0, Synergy_ZIP=6.27, Synergy_Bliss=3.65, Synergy_Loewe=-41.5, Synergy_HSA=0.830. (2) Drug 1: CC12CCC(CC1=CCC3C2CCC4(C3CC=C4C5=CN=CC=C5)C)O. Drug 2: CC1CCC2CC(C(=CC=CC=CC(CC(C(=O)C(C(C(=CC(C(=O)CC(OC(=O)C3CCCCN3C(=O)C(=O)C1(O2)O)C(C)CC4CCC(C(C4)OC)O)C)C)O)OC)C)C)C)OC. Cell line: HOP-62. Synergy scores: CSS=25.9, Synergy_ZIP=0.179, Synergy_Bliss=5.58, Synergy_Loewe=-25.7, Synergy_HSA=6.13. (3) Drug 1: C1CN(P(=O)(OC1)NCCCl)CCCl. Drug 2: C1C(C(OC1N2C=NC(=NC2=O)N)CO)O. Cell line: MCF7. Synergy scores: CSS=1.48, Synergy_ZIP=-1.92, Synergy_Bliss=-0.841, Synergy_Loewe=-2.33, Synergy_HSA=-1.72. (4) Drug 1: CC1C(C(CC(O1)OC2CC(CC3=C2C(=C4C(=C3O)C(=O)C5=C(C4=O)C(=CC=C5)OC)O)(C(=O)C)O)N)O.Cl. Drug 2: CN1C(=O)N2C=NC(=C2N=N1)C(=O)N. Cell line: MALME-3M. Synergy scores: CSS=26.2, Synergy_ZIP=-0.828, Synergy_Bliss=8.32, Synergy_Loewe=-18.7, Synergy_HSA=4.58. (5) Drug 1: C1C(C(OC1N2C=NC3=C(N=C(N=C32)Cl)N)CO)O. Drug 2: C1CN(CCN1C(=O)CCBr)C(=O)CCBr. Cell line: ACHN. Synergy scores: CSS=63.6, Synergy_ZIP=-3.58, Synergy_Bliss=-4.38, Synergy_Loewe=-6.56, Synergy_HSA=-1.81. (6) Drug 1: C1CC(C1)(C(=O)O)C(=O)O.[NH2-].[NH2-].[Pt+2]. Drug 2: C1C(C(OC1N2C=NC3=C2NC=NCC3O)CO)O. Cell line: OVCAR3. Synergy scores: CSS=11.2, Synergy_ZIP=-1.87, Synergy_Bliss=-2.24, Synergy_Loewe=-4.70, Synergy_HSA=-5.02. (7) Drug 1: C1=CC(=CC=C1C#N)C(C2=CC=C(C=C2)C#N)N3C=NC=N3. Drug 2: CC1CCC2CC(C(=CC=CC=CC(CC(C(=O)C(C(C(=CC(C(=O)CC(OC(=O)C3CCCCN3C(=O)C(=O)C1(O2)O)C(C)CC4CCC(C(C4)OC)O)C)C)O)OC)C)C)C)OC. Cell line: SF-268. Synergy scores: CSS=-0.526, Synergy_ZIP=-0.0998, Synergy_Bliss=-0.160, Synergy_Loewe=-2.36, Synergy_HSA=-1.98. (8) Drug 1: CN(C)N=NC1=C(NC=N1)C(=O)N. Drug 2: C(=O)(N)NO. Cell line: MDA-MB-231. Synergy scores: CSS=3.18, Synergy_ZIP=-0.787, Synergy_Bliss=0.0782, Synergy_Loewe=-6.19, Synergy_HSA=-2.84. (9) Drug 1: CN(C(=O)NC(C=O)C(C(C(CO)O)O)O)N=O. Drug 2: CC1=C(C(=O)C2=C(C1=O)N3CC4C(C3(C2COC(=O)N)OC)N4)N. Cell line: HOP-62. Synergy scores: CSS=31.4, Synergy_ZIP=-3.63, Synergy_Bliss=-6.41, Synergy_Loewe=-48.0, Synergy_HSA=-6.52. (10) Drug 1: C1CCC(C1)C(CC#N)N2C=C(C=N2)C3=C4C=CNC4=NC=N3. Cell line: OVCAR3. Drug 2: CC12CCC3C(C1CCC2O)C(CC4=C3C=CC(=C4)O)CCCCCCCCCS(=O)CCCC(C(F)(F)F)(F)F. Synergy scores: CSS=-2.97, Synergy_ZIP=2.48, Synergy_Bliss=4.95, Synergy_Loewe=-1.55, Synergy_HSA=0.235.